From a dataset of Reaction yield outcomes from USPTO patents with 853,638 reactions. Predict the reaction yield, written as a fraction of the theoretical maximum amount of product (1.0 means a 100% yield; for example, 0.34 means a 34% yield). (1) The reactants are [Cl:1][C:2]1[CH:7]=[CH:6][C:5]([N:8]2[CH:12]=[CH:11][C:10]([C:13](OC)=[O:14])=[N:9]2)=[CH:4][CH:3]=1. The catalyst is C1COCC1. The product is [Cl:1][C:2]1[CH:3]=[CH:4][C:5]([N:8]2[CH:12]=[CH:11][C:10]([CH2:13][OH:14])=[N:9]2)=[CH:6][CH:7]=1. The yield is 0.862. (2) The product is [CH3:5][O:4][N:3]([CH3:2])[C:38]([C:24]1[C:23](=[O:42])[C:22]([CH2:21][O:20][CH3:19])=[CH:27][N:26]([C:28]2[CH:33]=[CH:32][CH:31]=[C:30]([C:34]([F:35])([F:37])[F:36])[CH:29]=2)[N:25]=1)=[O:39]. The catalyst is C(Cl)Cl. The reactants are Cl.[CH3:2][NH:3][O:4][CH3:5].CCN(C(C)C)C(C)C.C[Al](C)C.[CH3:19][O:20][CH2:21][C:22]1[C:23](=[O:42])[C:24]([C:38](OC)=[O:39])=[N:25][N:26]([C:28]2[CH:33]=[CH:32][CH:31]=[C:30]([C:34]([F:37])([F:36])[F:35])[CH:29]=2)[CH:27]=1. The yield is 0.600. (3) The reactants are [H-].[Na+].[F:3][C:4]1[CH:10]=[CH:9][C:8]([N+:11]([O-:13])=[O:12])=[CH:7][C:5]=1[NH2:6].[Cl:14][C:15]1[N:20]=[C:19](Cl)[C:18]([Cl:22])=[CH:17][N:16]=1. The catalyst is C1COCC1. The product is [Cl:14][C:15]1[N:20]=[C:19]([NH:6][C:5]2[CH:7]=[C:8]([N+:11]([O-:13])=[O:12])[CH:9]=[CH:10][C:4]=2[F:3])[C:18]([Cl:22])=[CH:17][N:16]=1. The yield is 0.570.